Dataset: Peptide-MHC class I binding affinity with 185,985 pairs from IEDB/IMGT. Task: Regression. Given a peptide amino acid sequence and an MHC pseudo amino acid sequence, predict their binding affinity value. This is MHC class I binding data. (1) The peptide sequence is MLPPCYNFLK. The MHC is HLA-A11:01 with pseudo-sequence HLA-A11:01. The binding affinity (normalized) is 0.792. (2) The peptide sequence is HVTRGAVLTY. The MHC is HLA-A26:01 with pseudo-sequence HLA-A26:01. The binding affinity (normalized) is 0.562. (3) The peptide sequence is FQPQNFQFI. The MHC is H-2-Kb with pseudo-sequence H-2-Kb. The binding affinity (normalized) is 0.0258. (4) The MHC is HLA-A30:02 with pseudo-sequence HLA-A30:02. The binding affinity (normalized) is 0.131. The peptide sequence is IFFASFYYIW.